Dataset: Catalyst prediction with 721,799 reactions and 888 catalyst types from USPTO. Task: Predict which catalyst facilitates the given reaction. Reactant: [CH2:1]=[CH:2][CH:3]=[CH2:4].C([Li])CCC.[CH2:10]=[CH:11][C:12]1[CH:17]=[CH:16][CH:15]=[CH:14][CH:13]=1.C(O)(C)C. Product: [CH2:10]=[CH:11][C:12]1[CH:17]=[CH:16][CH:15]=[CH:14][CH:13]=1.[CH2:1]=[CH:2][CH:3]=[CH2:4]. The catalyst class is: 81.